This data is from Full USPTO retrosynthesis dataset with 1.9M reactions from patents (1976-2016). The task is: Predict the reactants needed to synthesize the given product. Given the product [Cl:14][C:15]1[CH:20]=[C:19]([C:21]([F:22])([F:23])[F:24])[CH:18]=[CH:17][C:16]=1[C:2]1[CH:7]=[CH:6][CH:5]=[C:4]([CH2:8][C:9]([O:11][CH2:12][CH3:13])=[O:10])[CH:3]=1, predict the reactants needed to synthesize it. The reactants are: I[C:2]1[CH:3]=[C:4]([CH2:8][C:9]([O:11][CH2:12][CH3:13])=[O:10])[CH:5]=[CH:6][CH:7]=1.[Cl:14][C:15]1[CH:20]=[C:19]([C:21]([F:24])([F:23])[F:22])[CH:18]=[CH:17][C:16]=1B(O)O.C(=O)([O-])[O-].[Na+].[Na+].O1CCOCC1.